This data is from Reaction yield outcomes from USPTO patents with 853,638 reactions. The task is: Predict the reaction yield, written as a fraction of the theoretical maximum amount of product (1.0 means a 100% yield; for example, 0.34 means a 34% yield). (1) The reactants are [C:1]1([PH:7](=[O:14])[C:8]2[CH:13]=[CH:12][CH:11]=[CH:10][CH:9]=2)[CH:6]=[CH:5][CH:4]=[CH:3][CH:2]=1.[CH:15]#[C:16][CH2:17][CH2:18][CH2:19][CH2:20][CH2:21][CH3:22]. The catalyst is C1(C)C=CC=CC=1. The product is [CH:15](/[P:7](=[O:14])([C:8]1[CH:13]=[CH:12][CH:11]=[CH:10][CH:9]=1)[C:1]1[CH:2]=[CH:3][CH:4]=[CH:5][CH:6]=1)=[CH:16]\[CH2:17][CH2:18][CH2:19][CH2:20][CH2:21][CH3:22]. The yield is 0.700. (2) The reactants are [OH:1][C@H:2]1[CH2:6][N:5]([C:7](=[O:12])[C@@H:8]([NH:10][CH3:11])[CH3:9])[C@H:4]([C:13]([NH:15][CH2:16][C:17]2[CH:22]=[CH:21][C:20]([C:23]3[S:27][CH:26]=[N:25][C:24]=3[CH3:28])=[CH:19][CH:18]=2)=[O:14])[CH2:3]1.[CH3:29][O:30][CH2:31][CH2:32][C:33]([OH:35])=O.CCN(C(C)C)C(C)C.CN(C(ON1N=NC2C=CC=NC1=2)=[N+](C)C)C.F[P-](F)(F)(F)(F)F. The catalyst is CN(C=O)C. The product is [OH:1][C@H:2]1[CH2:6][N:5]([C:7](=[O:12])[C@@H:8]([N:10]([CH3:11])[C:33](=[O:35])[CH2:32][CH2:31][O:30][CH3:29])[CH3:9])[C@H:4]([C:13]([NH:15][CH2:16][C:17]2[CH:22]=[CH:21][C:20]([C:23]3[S:27][CH:26]=[N:25][C:24]=3[CH3:28])=[CH:19][CH:18]=2)=[O:14])[CH2:3]1. The yield is 0.710.